The task is: Predict the reactants needed to synthesize the given product.. This data is from Full USPTO retrosynthesis dataset with 1.9M reactions from patents (1976-2016). (1) The reactants are: FS(C1C=CC([O:11][CH:12]([C:17]([F:20])([F:19])[F:18])[C:13]([F:16])([F:15])[F:14])=CC=1)(=O)=O.[F:21][C:22]([F:40])([F:39])[CH:23]([C:35]([F:38])([F:37])[F:36])[O:24]C1C=CC(S([O-])(=O)=O)=CC=1. Given the product [F:14][C:13]([F:16])([F:15])[CH:12]([OH:11])[C:17]([F:20])([F:19])[F:18].[CH:23]([OH:24])([C:35]([F:38])([F:37])[F:36])[C:22]([F:40])([F:39])[F:21], predict the reactants needed to synthesize it. (2) Given the product [C:4]([C:6]1[CH:7]=[C:8]([C:13]2[CH:27]=[C:26]([CH2:28][N:29]([CH3:30])[S:45]([C:42]3[CH:43]=[CH:44][C:39]([F:38])=[CH:40][CH:41]=3)(=[O:47])=[O:46])[CH:25]=[CH:24][C:14]=2[O:15][CH2:16][C:17]([O:19][C:20]([CH3:23])([CH3:22])[CH3:21])=[O:18])[CH:9]=[C:10]([F:12])[CH:11]=1)#[N:5], predict the reactants needed to synthesize it. The reactants are: C(Cl)Cl.[C:4]([C:6]1[CH:7]=[C:8]([C:13]2[CH:27]=[C:26]([CH2:28][NH:29][CH3:30])[CH:25]=[CH:24][C:14]=2[O:15][CH2:16][C:17]([O:19][C:20]([CH3:23])([CH3:22])[CH3:21])=[O:18])[CH:9]=[C:10]([F:12])[CH:11]=1)#[N:5].CCN(CC)CC.[F:38][C:39]1[CH:44]=[CH:43][C:42]([S:45](Cl)(=[O:47])=[O:46])=[CH:41][CH:40]=1. (3) Given the product [Cl:19][C:16]1[CH:17]=[CH:18][C:13]([CH:10]([NH:9][C:4]2[CH:5]=[CH:6][C:7]([CH3:8])=[C:2]([CH:3]=2)[CH:29]=[O:30])[CH2:11][CH3:12])=[CH:14][C:15]=1[CH3:20], predict the reactants needed to synthesize it. The reactants are: Br[C:2]1[CH:3]=[C:4]([NH:9][CH:10]([C:13]2[CH:18]=[CH:17][C:16]([Cl:19])=[C:15]([CH3:20])[CH:14]=2)[CH2:11][CH3:12])[CH:5]=[CH:6][C:7]=1[CH3:8].[Li]C(C)(C)C.CN([CH:29]=[O:30])C. (4) Given the product [Cl:29][C:21]1[CH:22]=[C:23]([Cl:28])[C:24]([O:26][CH3:27])=[CH:25][C:20]=1[NH:19][C:18]1[C:15]([C:16]#[N:17])=[CH:14][N:13]=[CH:12][C:11]=1[C:7]1[CH:8]=[CH:9][CH:10]=[C:5]([O:4][CH2:3][CH2:2][N:30]2[CH2:34][CH2:33][CH2:32][CH2:31]2)[CH:6]=1, predict the reactants needed to synthesize it. The reactants are: Cl[CH2:2][CH2:3][O:4][C:5]1[CH:6]=[C:7]([C:11]2[CH:12]=[N:13][CH:14]=[C:15]([C:18]=2[NH:19][C:20]2[CH:25]=[C:24]([O:26][CH3:27])[C:23]([Cl:28])=[CH:22][C:21]=2[Cl:29])[C:16]#[N:17])[CH:8]=[CH:9][CH:10]=1.[NH:30]1[CH2:34][CH2:33][CH2:32][CH2:31]1.O. (5) Given the product [NH2:1][C:4]1[CH:5]=[CH:6][C:7]([CH2:8][S:9]([CH2:12][CH2:13][C:14]([O:16][CH2:17][CH3:18])=[O:15])(=[O:11])=[O:10])=[CH:19][CH:20]=1, predict the reactants needed to synthesize it. The reactants are: [N+:1]([C:4]1[CH:20]=[CH:19][C:7]([CH2:8][S:9]([CH2:12][CH2:13][C:14]([O:16][CH2:17][CH3:18])=[O:15])(=[O:11])=[O:10])=[CH:6][CH:5]=1)([O-])=O. (6) Given the product [F:1][C:2]1[CH:3]=[CH:4][C:5]([CH2:6][NH:7][C:8]([NH:12][C:13]2[C:14]3[S:25][C:24]([C:26]([O:28][CH3:29])=[O:27])=[CH:23][C:15]=3[N:16]([C:18]([O:20][CH2:21][CH3:22])=[O:19])[N:17]=2)=[O:9])=[CH:10][CH:11]=1, predict the reactants needed to synthesize it. The reactants are: [F:1][C:2]1[CH:11]=[CH:10][C:5]([CH2:6][N:7]=[C:8]=[O:9])=[CH:4][CH:3]=1.[NH2:12][C:13]1[C:14]2[S:25][C:24]([C:26]([O:28][CH3:29])=[O:27])=[CH:23][C:15]=2[N:16]([C:18]([O:20][CH2:21][CH3:22])=[O:19])[N:17]=1. (7) Given the product [Cl:1][C:2]1[CH:7]=[CH:6][C:5]([CH:8]([C:28]2[CH:29]=[CH:30][C:25]([S:22]([CH3:21])(=[O:24])=[O:23])=[CH:26][CH:27]=2)[CH2:9][C:10]([C:12]2[CH:13]=[CH:14][C:15](=[O:19])[N:16]([CH3:18])[CH:17]=2)=[O:11])=[C:4]([F:20])[CH:3]=1, predict the reactants needed to synthesize it. The reactants are: [Cl:1][C:2]1[CH:7]=[CH:6][C:5](/[CH:8]=[CH:9]/[C:10]([C:12]2[CH:13]=[CH:14][C:15](=[O:19])[N:16]([CH3:18])[CH:17]=2)=[O:11])=[C:4]([F:20])[CH:3]=1.[CH3:21][S:22]([C:25]1[CH:30]=[CH:29][C:28](B(O)O)=[CH:27][CH:26]=1)(=[O:24])=[O:23].C(=O)([O-])O.[Na+]. (8) The reactants are: [C:1]1([CH:6]([N:10]2[CH2:19][CH2:18][C:17]3[C:12](=[CH:13][CH:14]=[CH:15][CH:16]=3)[CH2:11]2)[C:7](O)=[O:8])[CH2:5][CH2:4][CH2:3][CH:2]=1.CN(C(ON1N=NC2C=CC=NC1=2)=[N+](C)C)C.F[P-](F)(F)(F)(F)F.[NH2:44][C:45]1[CH:46]=[C:47]([CH:59]=[CH:60][C:61]=1[F:62])[CH2:48][C:49]1([C:52]([O:54][C:55]([CH3:58])([CH3:57])[CH3:56])=[O:53])[CH2:51][CH2:50]1. Given the product [C:1]1([CH:6]([N:10]2[CH2:19][CH2:18][C:17]3[C:12](=[CH:13][CH:14]=[CH:15][CH:16]=3)[CH2:11]2)[C:7]([NH:44][C:45]2[CH:46]=[C:47]([CH:59]=[CH:60][C:61]=2[F:62])[CH2:48][C:49]2([C:52]([O:54][C:55]([CH3:58])([CH3:57])[CH3:56])=[O:53])[CH2:50][CH2:51]2)=[O:8])[CH2:5][CH2:4][CH2:3][CH:2]=1, predict the reactants needed to synthesize it.